This data is from Full USPTO retrosynthesis dataset with 1.9M reactions from patents (1976-2016). The task is: Predict the reactants needed to synthesize the given product. (1) The reactants are: [F:1][C:2]([F:48])([F:47])[C:3]1[CH:4]=[C:5]([CH:40]=[C:41]([C:43]([F:46])([F:45])[F:44])[CH:42]=1)[CH2:6][N:7]([C:28]1[N:33]=[CH:32][C:31]([C:34]2[CH:35]=[N:36][N:37]([CH3:39])[CH:38]=2)=[CH:30][N:29]=1)[C@@H:8]1[CH2:12][N:11]([C:13]2[CH:18]=[CH:17][C:16]([C:19]([F:22])([F:21])[F:20])=[CH:15][C:14]=2[CH:23](O)[CH3:24])[C@H:10]([CH2:26][CH3:27])[CH2:9]1.C([SiH](CC)CC)C. Given the product [F:45][C:43]([F:44])([F:46])[C:41]1[CH:40]=[C:5]([CH:4]=[C:3]([C:2]([F:48])([F:47])[F:1])[CH:42]=1)[CH2:6][N:7]([C@H:8]1[CH2:9][C@@H:10]([CH2:26][CH3:27])[N:11]([C:13]2[CH:18]=[CH:17][C:16]([C:19]([F:20])([F:21])[F:22])=[CH:15][C:14]=2[CH2:23][CH3:24])[CH2:12]1)[C:28]1[N:29]=[CH:30][C:31]([C:34]2[CH:35]=[N:36][N:37]([CH3:39])[CH:38]=2)=[CH:32][N:33]=1, predict the reactants needed to synthesize it. (2) Given the product [O:39]=[C:33]1[NH:34][C:35]2[N:36]=[CH:37][CH:38]=[C:29]([O:1][C:2]3[CH:3]=[CH:4][C:5]4[O:9][C@H:8]5[C@H:10]([C:11]([O:13][CH2:14][CH3:15])=[O:12])[C@H:7]5[C:6]=4[CH:16]=3)[C:30]=2[CH2:31][CH2:32]1, predict the reactants needed to synthesize it. The reactants are: [OH:1][C:2]1[CH:3]=[CH:4][C:5]2[O:9][C@H:8]3[C@H:10]([C:11]([O:13][CH2:14][CH3:15])=[O:12])[C@H:7]3[C:6]=2[CH:16]=1.N[C@H]1[C@H]2[C@@H]1OC1C=CC(O[C:29]3[CH:38]=[CH:37][N:36]=[C:35]4[C:30]=3[CH2:31][CH2:32][C:33](=[O:39])[NH:34]4)=CC=12.FC1C=CN=C2C=1CCC(=O)N2.CC([O-])(C)C.[K+]. (3) The reactants are: C([SiH](CC)CC)C.[CH3:8][O:9][C:10](=[O:41])[C:11]([C:13]1[C:21]2[C:16](=[CH:17][CH:18]=[C:19]([O:22][CH3:23])[CH:20]=2)[NH:15][C:14]=1[C:24]1[CH:29]=[CH:28][C:27]([Cl:30])=[C:26]([S:31](=[O:40])(=[O:39])[NH:32][CH:33]2[CH2:38][CH2:37][CH2:36][CH2:35][CH2:34]2)[CH:25]=1)=O. Given the product [CH3:8][O:9][C:10](=[O:41])[CH2:11][C:13]1[C:21]2[C:16](=[CH:17][CH:18]=[C:19]([O:22][CH3:23])[CH:20]=2)[NH:15][C:14]=1[C:24]1[CH:29]=[CH:28][C:27]([Cl:30])=[C:26]([S:31](=[O:39])(=[O:40])[NH:32][CH:33]2[CH2:34][CH2:35][CH2:36][CH2:37][CH2:38]2)[CH:25]=1, predict the reactants needed to synthesize it. (4) Given the product [CH3:1][C:2]1[N:12]=[CH:11][CH:10]=[CH:9][C:3]=1[C:4]([NH:14][CH3:13])=[O:5], predict the reactants needed to synthesize it. The reactants are: [CH3:1][C:2]1[N:12]=[CH:11][CH:10]=[CH:9][C:3]=1[C:4](OCC)=[O:5].[CH3:13][NH2:14]. (5) Given the product [Cl:1][C:2]1[CH:3]=[C:4]([C@H:9]2[C@H:15]([C:16]([OH:17])([CH:27]=[CH2:28])[CH:31]=[CH2:32])[O:14][CH2:13][CH2:12][N:11]([C:20]([O:22][C:23]([CH3:25])([CH3:24])[CH3:26])=[O:21])[CH2:10]2)[CH:5]=[CH:6][C:7]=1[Cl:8], predict the reactants needed to synthesize it. The reactants are: [Cl:1][C:2]1[CH:3]=[C:4]([C@H:9]2[C@H:15]([C:16](OC)=[O:17])[O:14][CH2:13][CH2:12][N:11]([C:20]([O:22][C:23]([CH3:26])([CH3:25])[CH3:24])=[O:21])[CH2:10]2)[CH:5]=[CH:6][C:7]=1[Cl:8].[CH:27]([Mg]Br)=[CH2:28].[CH2:31]1COC[CH2:32]1.O. (6) Given the product [C:21]([O:25][C:26](=[O:54])[NH:27][C:28]([C:30]1[S:31][C:32]([S:52][CH3:53])=[C:33]([S:35]([C:38]2[CH:39]=[C:40]([C:45]3[CH:50]=[CH:49][CH:48]=[CH:47][C:46]=3[Cl:51])[CH:41]=[C:42]([O:44][CH3:4])[CH:43]=2)(=[O:36])=[O:37])[CH:34]=1)=[NH:29])([CH3:24])([CH3:23])[CH3:22], predict the reactants needed to synthesize it. The reactants are: IC.[F-].[CH2:4]([N+](CCCC)(CCCC)CCCC)CCC.[C:21]([O:25][C:26](=[O:54])[NH:27][C:28]([C:30]1[S:31][C:32]([S:52][CH3:53])=[C:33]([S:35]([C:38]2[CH:39]=[C:40]([C:45]3[CH:50]=[CH:49][CH:48]=[CH:47][C:46]=3[Cl:51])[CH:41]=[C:42]([OH:44])[CH:43]=2)(=[O:37])=[O:36])[CH:34]=1)=[NH:29])([CH3:24])([CH3:23])[CH3:22].